Dataset: Catalyst prediction with 721,799 reactions and 888 catalyst types from USPTO. Task: Predict which catalyst facilitates the given reaction. Reactant: [N:1]1[CH:6]=[CH:5][CH:4]=[C:3]([NH2:7])[CH:2]=1.ON1C2N=CC=CC=2N=N1.C(Cl)CCl.C(N(C(C)C)CC)(C)C.[F:31][C:32]1[CH:37]=[CH:36][C:35]([CH2:38][O:39][C:40]2[CH:48]=[CH:47][C:46]([C:49]3[CH:50]=[N:51][N:52]([CH2:54][CH2:55][N:56]4[CH2:61][CH2:60][O:59][CH2:58][CH2:57]4)[CH:53]=3)=[CH:45][C:41]=2[C:42](O)=[O:43])=[CH:34][CH:33]=1. Product: [F:31][C:32]1[CH:33]=[CH:34][C:35]([CH2:38][O:39][C:40]2[CH:48]=[CH:47][C:46]([C:49]3[CH:50]=[N:51][N:52]([CH2:54][CH2:55][N:56]4[CH2:61][CH2:60][O:59][CH2:58][CH2:57]4)[CH:53]=3)=[CH:45][C:41]=2[C:42]([NH:7][C:3]2[CH:2]=[N:1][CH:6]=[CH:5][CH:4]=2)=[O:43])=[CH:36][CH:37]=1. The catalyst class is: 9.